Dataset: Reaction yield outcomes from USPTO patents with 853,638 reactions. Task: Predict the reaction yield, written as a fraction of the theoretical maximum amount of product (1.0 means a 100% yield; for example, 0.34 means a 34% yield). The reactants are [CH3:1][O:2][C:3]([NH:5][C@@H:6]([CH:20]([CH3:22])[CH3:21])[C:7]([N:9]1[C@@H:13]([CH3:14])[CH2:12][CH2:11][C@H:10]1[C:15]([O:17]CC)=[O:16])=[O:8])=[O:4].[Li+].[OH-]. The catalyst is CO. The product is [CH3:1][O:2][C:3]([NH:5][C@@H:6]([CH:20]([CH3:22])[CH3:21])[C:7]([N:9]1[C@@H:13]([CH3:14])[CH2:12][CH2:11][C@H:10]1[C:15]([OH:17])=[O:16])=[O:8])=[O:4]. The yield is 0.560.